Predict the product of the given reaction. From a dataset of Forward reaction prediction with 1.9M reactions from USPTO patents (1976-2016). (1) Given the reactants [CH3:1][C:2]1[C:7]([C:8]2[C:9]([CH3:36])=[C:10]([CH:33]=[CH:34][CH:35]=2)[CH2:11][N:12](C(=O)C(F)(F)F)[C:13]2[CH:26]=[CH:25][C:16]3[C@H:17]([CH2:20][C:21]([O:23]C)=[O:22])[CH2:18][O:19][C:15]=3[CH:14]=2)=[C:6]([CH3:37])[N:5]=[C:4]([N:38]2[CH2:43][CH2:42][O:41][CH2:40][CH2:39]2)[N:3]=1.[OH-].[Na+].Cl, predict the reaction product. The product is: [CH3:37][C:6]1[C:7]([C:8]2[C:9]([CH3:36])=[C:10]([CH:33]=[CH:34][CH:35]=2)[CH2:11][NH:12][C:13]2[CH:26]=[CH:25][C:16]3[C@H:17]([CH2:20][C:21]([OH:23])=[O:22])[CH2:18][O:19][C:15]=3[CH:14]=2)=[C:2]([CH3:1])[N:3]=[C:4]([N:38]2[CH2:43][CH2:42][O:41][CH2:40][CH2:39]2)[N:5]=1. (2) The product is: [Cl:15][C:8]1[CH:9]=[C:10]([N+:12]([O-:14])=[O:13])[CH:11]=[C:2]([CH3:17])[C:3]=1[C:4]([O:6][CH3:7])=[O:5]. Given the reactants Cl[C:2]1[CH:11]=[C:10]([N+:12]([O-:14])=[O:13])[CH:9]=[C:8]([Cl:15])[C:3]=1[C:4]([O:6][CH3:7])=[O:5].Cl[C:17]1C=C([N+]([O-])=O)C=C(C)C=1C(O)=O, predict the reaction product. (3) Given the reactants [CH2:1]([O:3][C:4]([C@@H:6]1[C@H:8]([C:9]2[CH:14]=[CH:13][CH:12]=[CH:11][CH:10]=2)[C@H:7]1[C:15]1[CH:20]=[CH:19][C:18]([N+:21]([O-])=O)=[C:17]([Br:24])[CH:16]=1)=[O:5])[CH3:2], predict the reaction product. The product is: [CH2:1]([O:3][C:4]([C@@H:6]1[C@H:8]([C:9]2[CH:14]=[CH:13][CH:12]=[CH:11][CH:10]=2)[C@H:7]1[C:15]1[CH:20]=[CH:19][C:18]([NH2:21])=[C:17]([Br:24])[CH:16]=1)=[O:5])[CH3:2]. (4) Given the reactants [C:1]([O:5][C:6]([NH:8][C@H:9]([C:20]([O:22][CH:23]1[CH2:27][CH2:26][CH2:25][CH2:24]1)=[O:21])[CH2:10][CH2:11][O:12][Si](C(C)(C)C)(C)C)=[O:7])([CH3:4])([CH3:3])[CH3:2].CCOC(C)=O, predict the reaction product. The product is: [C:1]([O:5][C:6]([NH:8][C@H:9]([C:20]([O:22][CH:23]1[CH2:24][CH2:25][CH2:26][CH2:27]1)=[O:21])[CH2:10][CH2:11][OH:12])=[O:7])([CH3:4])([CH3:2])[CH3:3]. (5) The product is: [CH:1]1([S:4]([C:7]2[CH:8]=[CH:9][C:10]([C@H:13]([C:14]([NH:16][C:17]3[S:18][C:19]([F:22])=[CH:20][N:21]=3)=[O:15])[CH2:23][C@H:24]3[CH2:28][CH2:27][N:26]([C:34]([NH2:33])=[O:35])[CH2:25]3)=[CH:11][CH:12]=2)(=[O:5])=[O:6])[CH2:3][CH2:2]1. Given the reactants [CH:1]1([S:4]([C:7]2[CH:12]=[CH:11][C:10]([C@@H:13]([CH2:23][C@H:24]3[CH2:28][CH2:27][NH:26][CH2:25]3)[C:14]([NH:16][C:17]3[S:18][C:19]([F:22])=[CH:20][N:21]=3)=[O:15])=[CH:9][CH:8]=2)(=[O:6])=[O:5])[CH2:3][CH2:2]1.C[Si]([N:33]=[C:34]=[O:35])(C)C.O, predict the reaction product. (6) Given the reactants [CH3:1][O:2][C:3]1[CH:11]=[C:10]2[C:6]([CH:7]=[C:8]([C:12](OC)=[O:13])[NH:9]2)=[CH:5][C:4]=1[CH3:16].[NH3:17], predict the reaction product. The product is: [CH3:1][O:2][C:3]1[CH:11]=[C:10]2[C:6]([CH:7]=[C:8]([C:12]([NH2:17])=[O:13])[NH:9]2)=[CH:5][C:4]=1[CH3:16]. (7) Given the reactants C(OC([N:8]1[CH2:12][CH2:11][C@@H:10]([O:13][C:14]2[CH:19]=[CH:18][C:17]([O:20][C:21]3[CH:26]=[CH:25][C:24]([Cl:27])=[CH:23][CH:22]=3)=[CH:16][CH:15]=2)[CH2:9]1)=O)(C)(C)C.Cl, predict the reaction product. The product is: [Cl:27][C:24]1[CH:25]=[CH:26][C:21]([O:20][C:17]2[CH:18]=[CH:19][C:14]([O:13][C@@H:10]3[CH2:11][CH2:12][NH:8][CH2:9]3)=[CH:15][CH:16]=2)=[CH:22][CH:23]=1. (8) Given the reactants [CH3:1][Si](C=[N+]=[N-])(C)C.[NH2:8][C:9]1[C:17]([CH3:18])=[C:16]([Br:19])[CH:15]=[CH:14][C:10]=1[C:11]([OH:13])=[O:12], predict the reaction product. The product is: [NH2:8][C:9]1[C:17]([CH3:18])=[C:16]([Br:19])[CH:15]=[CH:14][C:10]=1[C:11]([O:13][CH3:1])=[O:12].